From a dataset of Forward reaction prediction with 1.9M reactions from USPTO patents (1976-2016). Predict the product of the given reaction. (1) Given the reactants [CH3:1][O:2][C:3]1[CH:4]=[C:5]([NH:13][C:14]2[CH:19]=[N:18][CH:17]=[C:16](Cl)[N:15]=2)[CH:6]=[C:7]([O:11][CH3:12])[C:8]=1[O:9][CH3:10].B1([C:30]2[CH:35]=[CH:34][C:33]([OH:36])=[CH:32][CH:31]=2)OC(C)(C)C(C)(C)O1, predict the reaction product. The product is: [CH3:1][O:2][C:3]1[CH:4]=[C:5]([NH:13][C:14]2[CH:19]=[N:18][CH:17]=[C:16]([C:30]3[CH:35]=[CH:34][C:33]([OH:36])=[CH:32][CH:31]=3)[N:15]=2)[CH:6]=[C:7]([O:11][CH3:12])[C:8]=1[O:9][CH3:10]. (2) Given the reactants [Cl:1][C:2]1[CH:7]=[C:6]([O:8][CH3:9])[C:5]([F:10])=[CH:4][C:3]=1[N+:11]([O-])=O.O.O.Cl[Sn]Cl.Cl, predict the reaction product. The product is: [Cl:1][C:2]1[CH:7]=[C:6]([O:8][CH3:9])[C:5]([F:10])=[CH:4][C:3]=1[NH2:11]. (3) Given the reactants [N+:1]([C:4]1[CH:5]=[C:6]([OH:10])[CH:7]=[CH:8][CH:9]=1)([O-:3])=[O:2].C(=O)([O-])[O-].[Cs+].[Cs+].Br[CH2:18][C:19]([O:21][CH3:22])=[O:20].O, predict the reaction product. The product is: [N+:1]([C:4]1[CH:5]=[C:6]([CH:7]=[CH:8][CH:9]=1)[O:10][CH2:18][C:19]([O:21][CH3:22])=[O:20])([O-:3])=[O:2]. (4) Given the reactants Br[C:2]1[CH:3]=[C:4]([CH2:9][NH:10][C:11](=[O:37])[CH2:12][C:13]([NH:15][CH2:16][C:17]2[C:18]([NH:30][CH:31]3[CH2:36][CH2:35][O:34][CH2:33][CH2:32]3)=[C:19]3[CH:27]=[N:26][N:25]([CH2:28][CH3:29])[C:20]3=[N:21][C:22]=2[CH2:23][CH3:24])=[O:14])[CH:5]=[CH:6][C:7]=1[CH3:8].[CH:38]([C:40]1[CH:41]=[C:42](B(O)O)[CH:43]=[CH:44][CH:45]=1)=[O:39].C(=O)([O-])[O-].[Na+].[Na+].O1CCOCC1, predict the reaction product. The product is: [CH2:28]([N:25]1[C:20]2=[N:21][C:22]([CH2:23][CH3:24])=[C:17]([CH2:16][NH:15][C:13](=[O:14])[CH2:12][C:11]([NH:10][CH2:9][C:4]3[CH:3]=[C:2]([C:44]4[CH:43]=[CH:42][CH:41]=[C:40]([CH:38]=[O:39])[CH:45]=4)[C:7]([CH3:8])=[CH:6][CH:5]=3)=[O:37])[C:18]([NH:30][CH:31]3[CH2:36][CH2:35][O:34][CH2:33][CH2:32]3)=[C:19]2[CH:27]=[N:26]1)[CH3:29].